From a dataset of Catalyst prediction with 721,799 reactions and 888 catalyst types from USPTO. Predict which catalyst facilitates the given reaction. (1) Reactant: I[C:2]1[CH:3]=[C:4]([OH:8])[CH:5]=[CH:6][CH:7]=1.[F:9][C:10]([F:21])([F:20])[C:11]1[CH:16]=[CH:15][C:14](B(O)O)=[CH:13][CH:12]=1.C([O-])([O-])=O.[K+].[K+]. Product: [F:9][C:10]([F:21])([F:20])[C:11]1[CH:16]=[CH:15][C:14]([C:2]2[CH:3]=[C:4]([OH:8])[CH:5]=[CH:6][CH:7]=2)=[CH:13][CH:12]=1. The catalyst class is: 522. (2) Reactant: [N:1]1[CH:2]=[CH:3][N:4]2[CH:9]=[C:8]([C:10]3[CH:20]=[CH:19][C:13]([C:14]([O:16][CH2:17][CH3:18])=[O:15])=[CH:12][CH:11]=3)[CH:7]=[CH:6][C:5]=12.C1C(=O)N([I:28])C(=O)C1.O. Product: [I:28][C:3]1[N:4]2[CH:9]=[C:8]([C:10]3[CH:11]=[CH:12][C:13]([C:14]([O:16][CH2:17][CH3:18])=[O:15])=[CH:19][CH:20]=3)[CH:7]=[CH:6][C:5]2=[N:1][CH:2]=1. The catalyst class is: 10. (3) Product: [Cl:1][C:2]1[CH:7]=[CH:6][C:5]([CH:8]2[CH2:17][CH2:16][N:15]3[C:10](=[N:11][N:12]4[C:21]([CH:22]5[CH2:27][CH2:26][NH:25][CH2:24][CH2:23]5)=[N:20][CH:19]=[C:13]4[C:14]3=[O:18])[NH:9]2)=[CH:4][CH:3]=1. The catalyst class is: 89. Reactant: [Cl:1][C:2]1[CH:7]=[CH:6][C:5]([CH:8]2[CH2:17][CH2:16][N:15]3[C:10](=[N:11][N:12]4[C:21]([CH:22]5[CH2:27][CH2:26][N:25](C(OC(C)(C)C)=O)[CH2:24][CH2:23]5)=[N:20][CH:19]=[C:13]4[C:14]3=[O:18])[NH:9]2)=[CH:4][CH:3]=1. (4) Reactant: [CH2:1]([N:4]1[CH2:9][CH2:8][N:7]([C:10]2[CH:18]=[CH:17][C:13]([C:14]([O-:16])=[O:15])=[CH:12][CH:11]=2)[CH2:6][CH2:5]1)[CH2:2][CH3:3].[OH-].[Na+]. Product: [CH2:1]([N:4]1[CH2:9][CH2:8][N:7]([C:10]2[CH:18]=[CH:17][C:13]([C:14]([OH:16])=[O:15])=[CH:12][CH:11]=2)[CH2:6][CH2:5]1)[CH2:2][CH3:3]. The catalyst class is: 8.